This data is from Catalyst prediction with 721,799 reactions and 888 catalyst types from USPTO. The task is: Predict which catalyst facilitates the given reaction. (1) Reactant: [CH2:1]([NH:3][C:4](=[O:23])[C:5]1[CH:10]=[CH:9][C:8]([C:11](=O)[CH2:12][CH2:13][C:14](=O)[C:15]2[CH:20]=[CH:19][CH:18]=[CH:17][CH:16]=2)=[CH:7][CH:6]=1)[CH3:2].[NH2:24][CH2:25][C:26]([OH:28])=[O:27]. Product: [CH2:1]([NH:3][C:4]([C:5]1[CH:10]=[CH:9][C:8]([C:11]2[N:24]([CH2:25][C:26]([OH:28])=[O:27])[C:14]([C:15]3[CH:20]=[CH:19][CH:18]=[CH:17][CH:16]=3)=[CH:13][CH:12]=2)=[CH:7][CH:6]=1)=[O:23])[CH3:2]. The catalyst class is: 15. (2) Product: [NH:24]1[C:23]2[CH:25]=[CH:26][CH:27]=[CH:28][C:22]=2[N:21]=[C:20]1[CH2:19][N:8]([CH2:7][C:6]1[CH:5]=[CH:4][C:3]([CH2:2][NH:1][C:39]([NH:38][CH2:31][C:32]2[CH:37]=[CH:36][CH:35]=[CH:34][CH:33]=2)=[O:40])=[CH:30][CH:29]=1)[CH:9]1[C:18]2[N:17]=[CH:16][CH:15]=[CH:14][C:13]=2[CH2:12][CH2:11][CH2:10]1. The catalyst class is: 2. Reactant: [NH2:1][CH2:2][C:3]1[CH:30]=[CH:29][C:6]([CH2:7][N:8]([CH2:19][C:20]2[NH:24][C:23]3[CH:25]=[CH:26][CH:27]=[CH:28][C:22]=3[N:21]=2)[CH:9]2[C:18]3[N:17]=[CH:16][CH:15]=[CH:14][C:13]=3[CH2:12][CH2:11][CH2:10]2)=[CH:5][CH:4]=1.[CH2:31]([N:38]=[C:39]=[O:40])[C:32]1[CH:37]=[CH:36][CH:35]=[CH:34][CH:33]=1.